This data is from Catalyst prediction with 721,799 reactions and 888 catalyst types from USPTO. The task is: Predict which catalyst facilitates the given reaction. (1) Reactant: [ClH:1].C(ONC(N)=N)CC.[C:10]([C:12]1[CH:17]=[CH:16][CH:15]=[CH:14][C:13]=1[S:18]([O:21][C:22]1[CH:23]=[C:24]([CH:31]=[C:32]([CH3:34])[CH:33]=1)[O:25][CH2:26][CH2:27][CH2:28][O:29]N)(=[O:20])=[O:19])#[N:11].Cl.N1C=CC(C(N)=N)=N1. Product: [ClH:1].[C:10]([C:12]1[CH:17]=[CH:16][CH:15]=[CH:14][C:13]=1[S:18]([O:21][C:22]1[CH:23]=[C:24]([CH:31]=[C:32]([CH3:34])[CH:33]=1)[O:25][CH2:26][CH2:27][CH2:28][OH:29])(=[O:20])=[O:19])#[N:11]. The catalyst class is: 9. (2) Reactant: [CH3:1][C:2]1([CH3:31])[C:8](=[O:9])[NH:7][C:6]2[N:10]=[CH:11][C:12](/[CH:14]=[CH:15]/[C:16]([N:18]([CH3:30])[CH2:19][C:20]3[N:21]([CH3:29])[C:22]4[C:27]([CH:28]=3)=[CH:26][CH:25]=[CH:24][CH:23]=4)=[O:17])=[CH:13][C:5]=2[CH2:4][NH:3]1.[ClH:32]. Product: [ClH:32].[CH3:1][C:2]1([CH3:31])[C:8](=[O:9])[NH:7][C:6]2[N:10]=[CH:11][C:12](/[CH:14]=[CH:15]/[C:16]([N:18]([CH3:30])[CH2:19][C:20]3[N:21]([CH3:29])[C:22]4[C:27]([CH:28]=3)=[CH:26][CH:25]=[CH:24][CH:23]=4)=[O:17])=[CH:13][C:5]=2[CH2:4][NH:3]1. The catalyst class is: 158. (3) Reactant: Cl.[NH2:2][CH2:3][CH2:4][C:5]([O:7][CH2:8][CH3:9])=[O:6].C(N(C(C)C)C(C)C)C.[C:19]([C:22]1[N:27]=[C:26]([C:28]2[CH:33]=[CH:32][C:31]([C:34]3[CH:39]=[CH:38][C:37]([CH2:40][C:41](O)=[O:42])=[CH:36][C:35]=3[Cl:44])=[CH:30][CH:29]=2)[C:25]([CH3:45])=[N:24][C:23]=1[CH3:46])(=[O:21])[NH2:20].Cl.CN(C)CCCN=C=NCC.N1(O)C2C=CC=CC=2N=N1. Product: [C:19]([C:22]1[N:27]=[C:26]([C:28]2[CH:33]=[CH:32][C:31]([C:34]3[CH:39]=[CH:38][C:37]([CH2:40][C:41]([NH:2][CH2:3][CH2:4][C:5]([O:7][CH2:8][CH3:9])=[O:6])=[O:42])=[CH:36][C:35]=3[Cl:44])=[CH:30][CH:29]=2)[C:25]([CH3:45])=[N:24][C:23]=1[CH3:46])(=[O:21])[NH2:20]. The catalyst class is: 3.